From a dataset of TCR-epitope binding with 47,182 pairs between 192 epitopes and 23,139 TCRs. Binary Classification. Given a T-cell receptor sequence (or CDR3 region) and an epitope sequence, predict whether binding occurs between them. (1) The epitope is KPLEFGATSAAL. The TCR CDR3 sequence is CASSLGANVLTF. Result: 0 (the TCR does not bind to the epitope). (2) The epitope is SQASSRSSSR. The TCR CDR3 sequence is CASSQGGSYEQFF. Result: 0 (the TCR does not bind to the epitope).